Dataset: Forward reaction prediction with 1.9M reactions from USPTO patents (1976-2016). Task: Predict the product of the given reaction. (1) Given the reactants Br[C:2]1[CH:7]=[CH:6][C:5]([C:8]2[CH:13]=[CH:12][C:11]([Br:14])=[CH:10][CH:9]=2)=[CH:4][CH:3]=1.C1(C)C=CC([NH:21][C:22]2[CH:27]=[CH:26][C:25](C)=[CH:24][CH:23]=2)=CC=1.[CH3:30]C(C)([O-])C.[Na+].[C:36]1([CH3:42])[CH:41]=[CH:40][CH:39]=[CH:38][CH:37]=1, predict the reaction product. The product is: [Br:14][C:11]1[CH:12]=[CH:13][C:8]([C:5]2[CH:6]=[CH:7][C:2]([N:21]([C:22]3[CH:23]=[CH:24][CH:25]=[CH:26][C:27]=3[CH3:30])[C:37]3[CH:38]=[CH:39][CH:40]=[CH:41][C:36]=3[CH3:42])=[CH:3][CH:4]=2)=[CH:9][CH:10]=1. (2) Given the reactants [Cl:1][C:2]1[CH:7]=[C:6]([N:8]=[C:9]=[S:10])[CH:5]=[C:4]([C:11]([F:14])([F:13])[F:12])[C:3]=1[C:15]1[CH:20]=[CH:19][C:18]([S:21]([N:24]2[CH2:29][CH2:28][N:27]([C:30]([O:32][C:33]([CH3:36])([CH3:35])[CH3:34])=[O:31])[CH2:26][CH2:25]2)(=[O:23])=[O:22])=[CH:17][CH:16]=1.[N:37]#[C:38][NH2:39].[Na].[CH3:41]I, predict the reaction product. The product is: [Cl:1][C:2]1[CH:7]=[C:6]([N:8]([NH:37][C:38]#[N:39])[CH2:9][S:10][CH3:41])[CH:5]=[C:4]([C:11]([F:12])([F:13])[F:14])[C:3]=1[C:15]1[CH:16]=[CH:17][C:18]([S:21]([N:24]2[CH2:29][CH2:28][N:27]([C:30]([O:32][C:33]([CH3:36])([CH3:35])[CH3:34])=[O:31])[CH2:26][CH2:25]2)(=[O:23])=[O:22])=[CH:19][CH:20]=1. (3) Given the reactants [CH:1]([NH:4][CH:5]([CH3:7])[CH3:6])([CH3:3])C.CN(C)CCN(C)C.C([Li])[CH2:17][CH2:18][CH3:19].CCCCCC.[CH3:27][CH2:28][O:29][C:30]([CH3:32])=[O:31].C1C[O:36][CH2:35]C1, predict the reaction product. The product is: [NH:4]1[C:5]2[C:6](=[CH:17][CH:18]=[CH:19][CH:7]=2)[C:3]([C:35](=[O:36])[CH2:32][C:30]([O:29][CH2:28][CH3:27])=[O:31])=[CH:1]1.